From a dataset of Catalyst prediction with 721,799 reactions and 888 catalyst types from USPTO. Predict which catalyst facilitates the given reaction. Reactant: [C:1]([C:3]1[CH:8]=[CH:7][C:6]([C:9]([C:17]2[N:18]([C:22]3[CH:27]=[CH:26][C:25]([F:28])=[CH:24][CH:23]=3)[CH:19]=[N:20][CH:21]=2)=[N:10]S(CC(C)C)=O)=[CH:5][C:4]=1[F:29])#[N:2].[ClH:30].[CH3:31]O. Product: [ClH:30].[ClH:30].[NH2:10][C:9]([C:6]1[CH:7]=[CH:8][C:3]([C:1]#[N:2])=[C:4]([F:29])[CH:5]=1)([C:17]1[N:18]([C:22]2[CH:27]=[CH:26][C:25]([F:28])=[CH:24][CH:23]=2)[CH:19]=[N:20][CH:21]=1)[CH3:31]. The catalyst class is: 12.